Dataset: Forward reaction prediction with 1.9M reactions from USPTO patents (1976-2016). Task: Predict the product of the given reaction. (1) Given the reactants FC(F)(F)C(O)=O.[CH3:8][C:9]1([CH3:46])[N:14](COC)[C:13](=[O:18])[C:12]2[CH:19]=[CH:20][C:21]([O:23][C:24]3[CH:25]=[C:26]([CH:37]=[C:38]([O:40][C@H:41]4[CH2:45][CH2:44][O:43][CH2:42]4)[CH:39]=3)[C:27]([NH:29][C:30]3[CH:35]=[N:34][C:33]([CH3:36])=[CH:32][N:31]=3)=[O:28])=[CH:22][C:11]=2[O:10]1, predict the reaction product. The product is: [CH3:8][C:9]1([CH3:46])[NH:14][C:13](=[O:18])[C:12]2[CH:19]=[CH:20][C:21]([O:23][C:24]3[CH:25]=[C:26]([CH:37]=[C:38]([O:40][C@H:41]4[CH2:45][CH2:44][O:43][CH2:42]4)[CH:39]=3)[C:27]([NH:29][C:30]3[CH:35]=[N:34][C:33]([CH3:36])=[CH:32][N:31]=3)=[O:28])=[CH:22][C:11]=2[O:10]1. (2) Given the reactants [NH2:1][CH2:2][C:3]1[CH:8]=[CH:7][C:6]([CH2:9][OH:10])=[CH:5][C:4]=1[CH2:11][OH:12].[CH2:13]1[C:21]2[C:16](=[CH:17][CH:18]=[CH:19][CH:20]=2)[CH2:15][CH:14]1[C@@H:22]([NH:26][C:27]([O:29]C(C)(C)C)=O)[C:23]([OH:25])=O.[CH2:34]([CH:36]([CH2:39][CH3:40])[CH:37]=O)[CH3:35].ClC1C=CC([N+]#[C-])=CC=1, predict the reaction product. The product is: [OH:12][CH2:11][C:4]1[CH:5]=[C:6]([CH2:9][OH:10])[CH:7]=[CH:8][C:3]=1[CH2:2][N:1]1[C@H:37]([CH:36]([CH2:39][CH3:40])[CH2:34][CH3:35])[C:27](=[O:29])[NH:26][C@H:22]([CH:14]2[CH2:13][C:21]3[C:16](=[CH:17][CH:18]=[CH:19][CH:20]=3)[CH2:15]2)[C:23]1=[O:25]. (3) Given the reactants C(O[C:4]([C:6]1[S:7][C:8]([C:18]2[CH:23]=[CH:22][CH:21]=[CH:20][CH:19]=2)=[C:9]([C:11]2[CH:16]=[CH:15][C:14]([Br:17])=[CH:13][CH:12]=2)[N:10]=1)=[O:5])C.[NH2:24][N:25]1[CH2:30][CH2:29][CH2:28][CH2:27][CH2:26]1, predict the reaction product. The product is: [N:25]1([NH:24][C:4]([C:6]2[S:7][C:8]([C:18]3[CH:19]=[CH:20][CH:21]=[CH:22][CH:23]=3)=[C:9]([C:11]3[CH:16]=[CH:15][C:14]([Br:17])=[CH:13][CH:12]=3)[N:10]=2)=[O:5])[CH2:30][CH2:29][CH2:28][CH2:27][CH2:26]1.